This data is from Full USPTO retrosynthesis dataset with 1.9M reactions from patents (1976-2016). The task is: Predict the reactants needed to synthesize the given product. (1) The reactants are: [H-].[Na+].CN([CH:6]=[O:7])C.CO.[Cl:10][C:11]1[CH:16]=[C:15](F)[CH:14]=[CH:13][C:12]=1[C:18]1[C:31](=[O:32])[N:30]([CH3:33])[C:21]2[N:22]([CH3:29])[C:23]3[C:28]([C:20]=2[CH:19]=1)=[CH:27][CH:26]=[CH:25][CH:24]=3. Given the product [Cl:10][C:11]1[CH:16]=[C:15]([O:7][CH3:6])[CH:14]=[CH:13][C:12]=1[C:18]1[C:31](=[O:32])[N:30]([CH3:33])[C:21]2[N:22]([CH3:29])[C:23]3[C:28]([C:20]=2[CH:19]=1)=[CH:27][CH:26]=[CH:25][CH:24]=3, predict the reactants needed to synthesize it. (2) Given the product [Br:30][C:10]1[C:11]([CH:13]([S:22][C:23]2[CH:28]=[CH:27][C:26]([Cl:29])=[CH:25][CH:24]=2)[C:14]2[CH:19]=[C:18]([F:20])[CH:17]=[CH:16][C:15]=2[F:21])=[CH:12][C:7]([CH2:33][OH:34])=[N:8][CH:9]=1, predict the reactants needed to synthesize it. The reactants are: C([Li])CCC.Br[C:7]1[CH:12]=[C:11]([CH:13]([S:22][C:23]2[CH:28]=[CH:27][C:26]([Cl:29])=[CH:25][CH:24]=2)[C:14]2[CH:19]=[C:18]([F:20])[CH:17]=[CH:16][C:15]=2[F:21])[C:10]([Br:30])=[CH:9][N:8]=1.CN(C)[CH:33]=[O:34].[BH4-].[Na+]. (3) Given the product [F:23][C:16]1[CH:15]=[C:14]([CH:19]=[C:18]([N+:20]([O-:22])=[O:21])[CH:17]=1)[O:13][CH:11]1[CH2:12][NH:8][CH:9]([CH2:24][OH:25])[CH2:10]1, predict the reactants needed to synthesize it. The reactants are: C(OC([N:8]1[CH2:12][CH:11]([O:13][C:14]2[CH:19]=[C:18]([N+:20]([O-:22])=[O:21])[CH:17]=[C:16]([F:23])[CH:15]=2)[CH2:10][CH:9]1[CH2:24][OH:25])=O)(C)(C)C.C(O)(C(F)(F)F)=O.